This data is from Catalyst prediction with 721,799 reactions and 888 catalyst types from USPTO. The task is: Predict which catalyst facilitates the given reaction. (1) Reactant: [F:1][C:2]([F:7])([F:6])[C:3]([OH:5])=[O:4].C([O:15][C:16]1[CH:25]=[C:24]([F:26])[CH:23]=[C:22]2[C:17]=1[C:18](=[O:27])[NH:19][CH:20]=[N:21]2)C1C=CC=CC=1. Product: [F:1][C:2]([F:7])([F:6])[C:3]([OH:5])=[O:4].[OH:15][C:16]1[CH:25]=[C:24]([F:26])[CH:23]=[C:22]2[C:17]=1[C:18](=[O:27])[NH:19][CH:20]=[N:21]2. The catalyst class is: 27. (2) Reactant: S(=O)(=O)(O)O.[Cl-].[Na+].[F:8][C:9]1[CH:14]=[CH:13][C:12]([CH2:15][C:16]([NH:18][NH:19][C:20](=[S:22])[NH2:21])=O)=[CH:11][CH:10]=1.[OH-].[Na+]. Product: [F:8][C:9]1[CH:14]=[CH:13][C:12]([CH2:15][C:16]2[S:22][C:20]([NH2:21])=[N:19][N:18]=2)=[CH:11][CH:10]=1. The catalyst class is: 6. (3) Reactant: [C:1]([C:3]1[C@@H:8]([C:9]2[CH:14]=[CH:13][C:12]([C:15]#[N:16])=[CH:11][C:10]=2[S:17]([CH3:20])(=[O:19])=[O:18])[N:7]([C:21](OC2C=CC([N+]([O-])=O)=CC=2)=[O:22])[C:6](=[O:33])[N:5]([C:34]2[CH:39]=[CH:38][CH:37]=[C:36]([C:40]([F:43])([F:42])[F:41])[CH:35]=2)[C:4]=1[CH3:44])#[N:2].[NH2:45][CH:46]([CH2:49][OH:50])[CH2:47][OH:48]. Product: [C:1]([C:3]1[C@@H:8]([C:9]2[CH:14]=[CH:13][C:12]([C:15]#[N:16])=[CH:11][C:10]=2[S:17]([CH3:20])(=[O:19])=[O:18])[N:7]([C:21]([NH:45][CH:46]([CH2:49][OH:50])[CH2:47][OH:48])=[O:22])[C:6](=[O:33])[N:5]([C:34]2[CH:39]=[CH:38][CH:37]=[C:36]([C:40]([F:41])([F:42])[F:43])[CH:35]=2)[C:4]=1[CH3:44])#[N:2]. The catalyst class is: 10. (4) Reactant: C([O:3][C:4]([C:6]1([F:21])[CH2:11][CH2:10][CH2:9][N:8]([C:12](=[O:20])[C:13]2[CH:18]=[CH:17][C:16]([F:19])=[CH:15][CH:14]=2)[CH2:7]1)=[O:5])C.[OH-].[Na+]. Product: [F:21][C:6]1([C:4]([OH:5])=[O:3])[CH2:11][CH2:10][CH2:9][N:8]([C:12](=[O:20])[C:13]2[CH:14]=[CH:15][C:16]([F:19])=[CH:17][CH:18]=2)[CH2:7]1. The catalyst class is: 97. (5) Reactant: [C:1]([C:3]1[CH:12]=[C:11]2[C:6]([CH2:7][CH2:8][NH:9][CH2:10]2)=[CH:5][CH:4]=1)#[N:2].C(=O)([O-])[O-].[K+].[K+].Br[CH2:20][CH2:21][C:22]([O:24][C:25]([CH3:28])([CH3:27])[CH3:26])=[O:23]. Product: [C:1]([C:3]1[CH:12]=[C:11]2[C:6]([CH2:7][CH2:8][N:9]([CH2:20][CH2:21][C:22]([O:24][C:25]([CH3:28])([CH3:27])[CH3:26])=[O:23])[CH2:10]2)=[CH:5][CH:4]=1)#[N:2]. The catalyst class is: 10. (6) Reactant: [Cl:1][C:2]1[CH:18]=[CH:17][CH:16]=[C:15]([Cl:19])[C:3]=1[C:4]([NH:6][C:7]1[CH:12]=[CH:11][N:10]=[C:9]([Cl:13])[C:8]=1[F:14])=O.S(Cl)([Cl:22])=O. Product: [Cl:1][C:2]1[CH:18]=[CH:17][CH:16]=[C:15]([Cl:19])[C:3]=1[C:4]([Cl:22])=[N:6][C:7]1[CH:12]=[CH:11][N:10]=[C:9]([Cl:13])[C:8]=1[F:14]. The catalyst class is: 11. (7) Reactant: [Si]([O:8][C@H:9]1[CH2:14][CH2:13][C@H:12]([N:15]2[C:19](=[O:20])[C:18]3=[CH:21][CH:22]=[CH:23][CH:24]=[C:17]3[C:16]2=[O:25])[CH2:11][CH2:10]1)(C(C)(C)C)(C)C.C([SiH](CC)CC)C.[Bi](Br)(Br)Br.[CH:37](=O)[CH2:38][CH3:39]. Product: [CH2:37]([O:8][C@H:9]1[CH2:10][CH2:11][C@H:12]([N:15]2[C:19](=[O:20])[C:18]3=[CH:21][CH:22]=[CH:23][CH:24]=[C:17]3[C:16]2=[O:25])[CH2:13][CH2:14]1)[CH2:38][CH3:39]. The catalyst class is: 10. (8) Reactant: C1(S([N:10]2[C:18]3[C:13](=[CH:14][CH:15]=[C:16]([S:19]([N:22]4[CH2:27][CH2:26][N:25]([CH2:28][CH:29]5[CH2:34][CH2:33][N:32]([C:35]6[CH:36]=[CH:37][C:38](=[O:42])[N:39]([CH3:41])[N:40]=6)[CH2:31][CH2:30]5)[C:24](=[O:43])[CH2:23]4)(=[O:21])=[O:20])[CH:17]=3)[C:12]([Cl:44])=[CH:11]2)(=O)=O)C=CC=CC=1.[F-].C([N+](CCCC)(CCCC)CCCC)CCC. The catalyst class is: 214. Product: [Cl:44][C:12]1[C:13]2[C:18](=[CH:17][C:16]([S:19]([N:22]3[CH2:27][CH2:26][N:25]([CH2:28][CH:29]4[CH2:34][CH2:33][N:32]([C:35]5[CH:36]=[CH:37][C:38](=[O:42])[N:39]([CH3:41])[N:40]=5)[CH2:31][CH2:30]4)[C:24](=[O:43])[CH2:23]3)(=[O:20])=[O:21])=[CH:15][CH:14]=2)[NH:10][CH:11]=1.